Dataset: Reaction yield outcomes from USPTO patents with 853,638 reactions. Task: Predict the reaction yield, written as a fraction of the theoretical maximum amount of product (1.0 means a 100% yield; for example, 0.34 means a 34% yield). (1) The reactants are Br[C:2]1[CH:7]=[CH:6][C:5]([O:8][CH2:9][C:10]([F:18])([F:17])[C:11]2[CH:16]=[CH:15][CH:14]=[CH:13][CH:12]=2)=[CH:4][CH:3]=1.C([O:22][C:23]([CH3:25])=[CH2:24])(=O)C.C[O-].C([Sn+](CCCC)CCCC)CCC.C1(C)C=CC=CC=1P(C1C=CC=CC=1C)C1C=CC=CC=1C.[F-].[K+]. The catalyst is C1(C)C=CC=CC=1.C(OCC)(=O)C.O.C([O-])(=O)C.[Pd+2].C([O-])(=O)C. The product is [F:17][C:10]([F:18])([C:11]1[CH:16]=[CH:15][CH:14]=[CH:13][CH:12]=1)[CH2:9][O:8][C:5]1[CH:6]=[CH:7][C:2]([CH2:24][C:23]([CH3:25])=[O:22])=[CH:3][CH:4]=1. The yield is 0.380. (2) The reactants are [CH2:1]([C:4]1[C:13]([CH2:14][CH2:15][CH3:16])=[C:12]([CH2:17][CH2:18][CH3:19])[C:11]([CH2:20][CH2:21][CH3:22])=[C:6]([C:7](OC)=[O:8])[C:5]=1[C:23](OC)=[O:24])[CH2:2][CH3:3].C1COCC1.[H-].[H-].[H-].[H-].[Li+].[Al+3].OS(O)(=O)=O. The catalyst is O. The product is [OH:8][CH2:7][C:6]1[C:11]([CH2:20][CH2:21][CH3:22])=[C:12]([CH2:17][CH2:18][CH3:19])[C:13]([CH2:14][CH2:15][CH3:16])=[C:4]([CH2:1][CH2:2][CH3:3])[C:5]=1[CH2:23][OH:24]. The yield is 0.910.